From a dataset of Full USPTO retrosynthesis dataset with 1.9M reactions from patents (1976-2016). Predict the reactants needed to synthesize the given product. Given the product [Br:17][C:7]1[N:8]=[C:3]([CH2:1][CH3:2])[C:4]([NH:11][CH:12]([CH2:15][CH3:16])[CH2:13][CH3:14])=[N:5][C:6]=1[CH2:9][CH3:10], predict the reactants needed to synthesize it. The reactants are: [CH2:1]([C:3]1[C:4]([NH:11][CH:12]([CH2:15][CH3:16])[CH2:13][CH3:14])=[N:5][C:6]([CH2:9][CH3:10])=[CH:7][N:8]=1)[CH3:2].[Br:17]N1C(=O)CCC1=O.